Dataset: Full USPTO retrosynthesis dataset with 1.9M reactions from patents (1976-2016). Task: Predict the reactants needed to synthesize the given product. (1) Given the product [F:53][C:54]([F:67])([F:68])[C:55]1[CH:56]=[C:57]([NH:65][NH:66][C:12](=[O:14])[CH:11]([C:9]2[CH:8]=[CH:7][C:6]3[O:1][CH2:2][CH2:3][O:4][C:5]=3[CH:10]=2)[N:15]2[CH2:20][CH2:19][N:18]([CH3:21])[CH2:17][CH2:16]2)[CH:58]=[C:59]([C:61]([F:64])([F:62])[F:63])[CH:60]=1, predict the reactants needed to synthesize it. The reactants are: [O:1]1[C:6]2[CH:7]=[CH:8][C:9]([CH:11]([N:15]3[CH2:20][CH2:19][N:18]([CH3:21])[CH2:17][CH2:16]3)[C:12]([OH:14])=O)=[CH:10][C:5]=2[O:4][CH2:3][CH2:2]1.CCN(C(C)C)C(C)C.CN(C(ON1N=NC2C=CC=CC1=2)=[N+](C)C)C.[B-](F)(F)(F)F.[F:53][C:54]([F:68])([F:67])[C:55]1[CH:56]=[C:57]([NH:65][NH2:66])[CH:58]=[C:59]([C:61]([F:64])([F:63])[F:62])[CH:60]=1. (2) Given the product [F:2][C:3]1([F:7])[CH2:6][N:5]([C:11]2[N:12]=[C:13]3[CH:18]=[C:17]([C:19]([NH:21][C:22]4[CH:27]=[CH:26][CH:25]=[CH:24][CH:23]=4)=[O:20])[CH:16]=[CH:15][N:14]3[C:28]=2[S:29]([N:32]2[CH2:37][CH2:36][C:35]([F:38])([F:39])[CH2:34][CH2:33]2)(=[O:31])=[O:30])[CH2:4]1, predict the reactants needed to synthesize it. The reactants are: Cl.[F:2][C:3]1([F:7])[CH2:6][NH:5][CH2:4]1.[H-].[Na+].Cl[C:11]1[N:12]=[C:13]2[CH:18]=[C:17]([C:19]([NH:21][C:22]3[CH:27]=[CH:26][CH:25]=[CH:24][CH:23]=3)=[O:20])[CH:16]=[CH:15][N:14]2[C:28]=1[S:29]([N:32]1[CH2:37][CH2:36][C:35]([F:39])([F:38])[CH2:34][CH2:33]1)(=[O:31])=[O:30].O. (3) Given the product [F:33][C:2]1([F:1])[O:6][C:5]2[CH:7]=[CH:8][C:9]([N:11]([CH2:31][CH3:32])[C:12](=[O:30])[CH2:13][N:14]3[C:23](=[O:24])[C:22]4[C:17](=[CH:18][CH:19]=[CH:20][CH:21]=4)[C:16]([C:25]([OH:27])=[O:26])=[N:15]3)=[CH:10][C:4]=2[O:3]1, predict the reactants needed to synthesize it. The reactants are: [F:1][C:2]1([F:33])[O:6][C:5]2[CH:7]=[CH:8][C:9]([N:11]([CH2:31][CH3:32])[C:12](=[O:30])[CH2:13][N:14]3[C:23](=[O:24])[C:22]4[C:17](=[CH:18][CH:19]=[CH:20][CH:21]=4)[C:16]([C:25]([O:27]CC)=[O:26])=[N:15]3)=[CH:10][C:4]=2[O:3]1.[OH-].[Na+].